Dataset: TCR-epitope binding with 47,182 pairs between 192 epitopes and 23,139 TCRs. Task: Binary Classification. Given a T-cell receptor sequence (or CDR3 region) and an epitope sequence, predict whether binding occurs between them. (1) The epitope is CLGGLLTMV. The TCR CDR3 sequence is CSVMLANQETQYF. Result: 1 (the TCR binds to the epitope). (2) The epitope is FLPRVFSAV. The TCR CDR3 sequence is CASSEGARGVGEQFF. Result: 0 (the TCR does not bind to the epitope).